Dataset: Forward reaction prediction with 1.9M reactions from USPTO patents (1976-2016). Task: Predict the product of the given reaction. (1) Given the reactants [CH3:1][O:2][C:3]1[CH:8]=[CH:7][C:6]([NH:9][S:10]([CH3:13])(=[O:12])=[O:11])=[CH:5][C:4]=1[CH2:14][CH2:15][C:16]([O:18][CH2:19][CH3:20])=[O:17].[CH:21]([CH:23]=[CH2:24])=O, predict the reaction product. The product is: [CH3:1][O:2][C:3]1[CH:8]=[C:7]2[C:6](=[CH:5][C:4]=1[CH2:14][CH2:15][C:16]([O:18][CH2:19][CH3:20])=[O:17])[N:9]([S:10]([CH3:13])(=[O:11])=[O:12])[CH2:24][CH:23]=[CH:21]2. (2) Given the reactants [F:1][C:2]1[CH:3]=[C:4]([CH:13]([NH:17][C:18]([N:20]2[CH2:25][C:24](=[O:26])[NH:23][C:22]3[CH:27]=[C:28]([O:31][CH3:32])[CH:29]=[N:30][C:21]2=3)=[O:19])[CH2:14][O:15][CH3:16])[CH:5]=[CH:6][C:7]=1[O:8][C:9]([F:12])([F:11])[F:10].C(=O)=O.CO, predict the reaction product. The product is: [F:1][C:2]1[CH:3]=[C:4]([C@H:13]([NH:17][C:18]([N:20]2[CH2:25][C:24](=[O:26])[NH:23][C:22]3[CH:27]=[C:28]([O:31][CH3:32])[CH:29]=[N:30][C:21]2=3)=[O:19])[CH2:14][O:15][CH3:16])[CH:5]=[CH:6][C:7]=1[O:8][C:9]([F:10])([F:11])[F:12]. (3) The product is: [C:1]1([C:7]2[N:11]=[C:10]([S:12][CH2:23][CH2:24][CH2:25][OH:26])[O:9][N:8]=2)[CH:2]=[CH:3][CH:4]=[CH:5][CH:6]=1. Given the reactants [C:1]1([C:7]2[NH:8][O:9][C:10](=[S:12])[N:11]=2)[CH:6]=[CH:5][CH:4]=[CH:3][CH:2]=1.CCN(C(C)C)C(C)C.Br[CH2:23][CH2:24][CH2:25][OH:26], predict the reaction product. (4) Given the reactants [CH:1]1([CH2:7][OH:8])[CH2:6][CH2:5][CH2:4][CH2:3][CH2:2]1.[H-].[Na+].Br[C:12]1[CH:13]=[C:14]([C:17]([O:19][CH2:20][CH:21]2[CH2:26][CH2:25][CH2:24][CH2:23][CH2:22]2)=[O:18])[S:15][CH:16]=1.[NH4+].[Cl-], predict the reaction product. The product is: [CH:1]1([CH2:7][O:8][C:12]2[CH:13]=[C:14]([C:17]([O:19][CH2:20][CH:21]3[CH2:26][CH2:25][CH2:24][CH2:23][CH2:22]3)=[O:18])[S:15][CH:16]=2)[CH2:6][CH2:5][CH2:4][CH2:3][CH2:2]1. (5) Given the reactants [NH2:1][C:2]1[CH:11]=[CH:10][C:9]([Br:12])=[CH:8][C:3]=1[C:4](OC)=[O:5].[CH3:13][NH2:14].O, predict the reaction product. The product is: [NH2:1][C:2]1[CH:11]=[CH:10][C:9]([Br:12])=[CH:8][C:3]=1[C:4]([NH:14][CH3:13])=[O:5]. (6) Given the reactants [NH2:1][C:2]1[CH:7]=[CH:6][C:5]([CH2:8][CH:9]([F:15])[C:10]([O:12][CH2:13][CH3:14])=[O:11])=[CH:4][CH:3]=1.[CH2:16]([O:18][CH2:19][CH2:20][O:21][C:22]1[CH:27]=[C:26]([CH3:28])[C:25]([C:29]2[CH:34]=[CH:33][CH:32]=[C:31]([CH:35]=O)[CH:30]=2)=[C:24]([CH3:37])[CH:23]=1)[CH3:17], predict the reaction product. The product is: [CH2:16]([O:18][CH2:19][CH2:20][O:21][C:22]1[CH:27]=[C:26]([CH3:28])[C:25]([C:29]2[CH:34]=[CH:33][CH:32]=[C:31]([CH2:35][NH:1][C:2]3[CH:3]=[CH:4][C:5]([CH2:8][CH:9]([F:15])[C:10]([O:12][CH2:13][CH3:14])=[O:11])=[CH:6][CH:7]=3)[CH:30]=2)=[C:24]([CH3:37])[CH:23]=1)[CH3:17]. (7) Given the reactants [CH2:1]([O:8][C:9]([O:11]N1C(=O)CCC1=O)=O)[C:2]1[CH:7]=[CH:6][CH:5]=[CH:4][CH:3]=1.[CH3:19][NH:20][CH2:21][C:22]1[NH:23][C:24]2[C:29]([CH:30]=1)=[CH:28][CH:27]=[CH:26][CH:25]=2.C(N(CC)CC)C, predict the reaction product. The product is: [CH2:1]([O:8][C:9]([N:20]([CH2:21][C:22]1[NH:23][C:24]2[C:29]([CH:30]=1)=[CH:28][CH:27]=[CH:26][CH:25]=2)[CH3:19])=[O:11])[C:2]1[CH:3]=[CH:4][CH:5]=[CH:6][CH:7]=1. (8) Given the reactants [C:1]([CH:3]=[CH:4][CH2:5][N:6]1[CH2:11][CH2:10][N:9]([C:12]([C:14]2[CH:21]=[CH:20][C:17]([C:18]#[N:19])=[CH:16][C:15]=2[F:22])=[O:13])[CH:8]([CH2:23][OH:24])[CH2:7]1)#[N:2].[NH:25]1[CH:29]=[C:28]([C:30]2[C:31]3[CH:38]=[CH:37][N:36](COCC[Si](C)(C)C)[C:32]=3[N:33]=[CH:34][N:35]=2)[CH:27]=[N:26]1.C(=O)([O-])[O-].[K+].[K+], predict the reaction product. The product is: [C:1]([CH2:3][CH:4]([N:25]1[CH:29]=[C:28]([C:30]2[C:31]3[CH:38]=[CH:37][NH:36][C:32]=3[N:33]=[CH:34][N:35]=2)[CH:27]=[N:26]1)[CH2:5][N:6]1[CH2:11][CH2:10][N:9]([C:12]([C:14]2[CH:21]=[CH:20][C:17]([C:18]#[N:19])=[CH:16][C:15]=2[F:22])=[O:13])[CH:8]([CH2:23][OH:24])[CH2:7]1)#[N:2]. (9) Given the reactants C(OC([N:8]1[CH2:13][CH2:12][N:11]([C:14](=[O:29])[CH2:15][CH:16]([C:23]2[CH:28]=[CH:27][CH:26]=[CH:25][CH:24]=2)[C:17]2[CH:22]=[CH:21][CH:20]=[CH:19][CH:18]=2)[CH2:10][CH2:9]1)=O)(C)(C)C.C(O)(C(F)(F)F)=O, predict the reaction product. The product is: [C:23]1([CH:16]([C:17]2[CH:22]=[CH:21][CH:20]=[CH:19][CH:18]=2)[CH2:15][C:14]([N:11]2[CH2:10][CH2:9][NH:8][CH2:13][CH2:12]2)=[O:29])[CH:24]=[CH:25][CH:26]=[CH:27][CH:28]=1. (10) Given the reactants [C:1]([O:11][CH:12]([CH3:14])[CH3:13])(=[O:10])/[CH:2]=[CH:3]/[C:4]([O:6][CH:7]([CH3:9])[CH3:8])=[O:5].[C:15]([OH:25])(=[O:24])[CH:16]=[CH:17][C:18]1[CH:23]=[CH:22][CH:21]=[CH:20][CH:19]=1.CO, predict the reaction product. The product is: [C:4]([O:6][CH:7]([CH3:9])[CH3:8])(=[O:5])/[CH:3]=[CH:2]/[C:1]([O:11][CH:12]([CH3:14])[CH3:13])=[O:10].[C:15]([OH:25])(=[O:24])[CH:16]=[CH:17][C:18]1[CH:19]=[CH:20][CH:21]=[CH:22][CH:23]=1.